Dataset: Experimentally validated miRNA-target interactions with 360,000+ pairs, plus equal number of negative samples. Task: Binary Classification. Given a miRNA mature sequence and a target amino acid sequence, predict their likelihood of interaction. (1) The miRNA is hsa-miR-6778-3p with sequence UGCCUCCCUGACAUUCCACAG. The protein sequence of the target gene is MGGGDLNLKKSWHPQTLRNVEKVWKAEQKHEAERKKIEELQRELREERAREEMQRYAEDVGAVKKKEEKLDWMYQGPGGMVNRDEYLLGRPIDKYVFEKMEEKEAGCSSETGLLPGSIFAPSGANSLLDMASKIREDPLFIIRKKEEEKKREVLNNPVKMKKIKELLQMSLEKKEKKKKKEKKKKHKKHKHRSSSSDRSSSEDEHSAGRSQKKMANSSPVLSKVPGYGLQVRNSDRNQGLQGPLTAEQKRGHGMKNHSRSRSSSHSPPRHASKKSTREAGSRDRRSRSLGRRSRSPRPSK.... Result: 1 (interaction). (2) The miRNA is hsa-miR-548at-5p with sequence AAAAGUUAUUGCGGUUUUGGCU. The protein sequence of the target gene is MWKSVVGHDVSVSVETQGDDWDTDPDFVNDISEKEQRWGAKTIEGSGRTEHINIHQLRNKVSEEHDILKKKELESGPKASHGYGGRFGVERDRMDKSAVGHEYVADVEKHSSQTDAARGFGGKYGVERDRADKSAVGFDYKGEVEKHASQKDYSHGFGGRYGVEKDKRDKAALGYDYKGETEKHESQRDYAKGFGGQYGIQKDRVDKSAVGFNEMEAPTTAYKKTTPIEAASSGARGLKAKFESLAEEKRKREEEEKAQQMARQQQERKAVVKMSREVQQPSMPVEEPAAPAQLPKKISS.... Result: 0 (no interaction).